From a dataset of Peptide-MHC class I binding affinity with 185,985 pairs from IEDB/IMGT. Regression. Given a peptide amino acid sequence and an MHC pseudo amino acid sequence, predict their binding affinity value. This is MHC class I binding data. (1) The peptide sequence is TPPVDRMAV. The MHC is HLA-A30:01 with pseudo-sequence HLA-A30:01. The binding affinity (normalized) is 0.0847. (2) The peptide sequence is RMRGAHTNDVK. The MHC is HLA-A02:01 with pseudo-sequence HLA-A02:01. The binding affinity (normalized) is 0. (3) The peptide sequence is RHYKRWPFY. The MHC is HLA-B15:17 with pseudo-sequence HLA-B15:17. The binding affinity (normalized) is 0.278.